This data is from Reaction yield outcomes from USPTO patents with 853,638 reactions. The task is: Predict the reaction yield, written as a fraction of the theoretical maximum amount of product (1.0 means a 100% yield; for example, 0.34 means a 34% yield). (1) The reactants are [CH2:1]([N:8]1[C:12]([C:13]2[CH:18]=[CH:17][CH:16]=[CH:15][CH:14]=2)=[CH:11][CH:10]=[C:9]1[C:19]1[CH:20]=[C:21]2[C:26](=[CH:27][CH:28]=1)[CH:25]=[C:24]([O:29][CH2:30][C:31]#[N:32])[CH:23]=[CH:22]2)[C:2]1[CH:7]=[CH:6][CH:5]=[CH:4][CH:3]=1.[Cl-].[NH4+].[N-:35]=[N+:36]=[N-:37].[Na+]. The catalyst is CN(C=O)C.C(Cl)Cl. The product is [CH2:1]([N:8]1[C:12]([C:13]2[CH:14]=[CH:15][CH:16]=[CH:17][CH:18]=2)=[CH:11][CH:10]=[C:9]1[C:19]1[CH:20]=[C:21]2[C:26](=[CH:27][CH:28]=1)[CH:25]=[C:24]([O:29][CH2:30][C:31]1[NH:37][N:36]=[N:35][N:32]=1)[CH:23]=[CH:22]2)[C:2]1[CH:7]=[CH:6][CH:5]=[CH:4][CH:3]=1. The yield is 0.920. (2) The reactants are [OH-].[Na+].C([NH:11][C:12]([NH:14][C:15]1[C:20]([O:21][C:22]2[CH:27]=[CH:26][C:25]([C:28]#[N:29])=[CH:24][CH:23]=2)=[CH:19][C:18]([Br:30])=[CH:17][N:16]=1)=[S:13])(=O)C1C=CC=CC=1. The catalyst is CO. The product is [Br:30][C:18]1[CH:19]=[C:20]([O:21][C:22]2[CH:27]=[CH:26][C:25]([C:28]#[N:29])=[CH:24][CH:23]=2)[C:15]([NH:14][C:12]([NH2:11])=[S:13])=[N:16][CH:17]=1. The yield is 0.736. (3) The reactants are [C:1](Cl)(=[O:8])[C:2]1[CH:7]=[CH:6][CH:5]=[CH:4][CH:3]=1.[CH3:10][CH:11]([S:13][C@@H:14]1[O:19][C@H:18]([CH2:20][OH:21])[C@H:17]([OH:22])[C@H:16]([OH:23])[C@H:15]1[OH:24])[CH3:12]. The catalyst is CC(S[C@@H]1O[C@H](CO)[C@H](O)[C@H](O)[C@H]1O)C.CN(C)C1C=CN=CC=1.N1C=CC=CC=1. The product is [C:1]([O:24][C@@H:15]1[C@@H:16]([O:23][C:1](=[O:8])[C:2]2[CH:7]=[CH:6][CH:5]=[CH:4][CH:3]=2)[C@@H:17]([O:22][C:1](=[O:8])[C:2]2[CH:7]=[CH:6][CH:5]=[CH:4][CH:3]=2)[C@@H:18]([CH2:20][O:21][C:1](=[O:8])[C:2]2[CH:7]=[CH:6][CH:5]=[CH:4][CH:3]=2)[O:19][C@H:14]1[S:13][CH:11]([CH3:10])[CH3:12])(=[O:8])[C:2]1[CH:7]=[CH:6][CH:5]=[CH:4][CH:3]=1. The yield is 0.850. (4) The reactants are Cl[C:2]1[C:7]([C:8]2[CH:9]=[C:10]3[C:14](=[CH:15][CH:16]=2)[N:13]([CH2:17][O:18][CH2:19][CH2:20][Si:21]([CH3:24])([CH3:23])[CH3:22])[N:12]=[CH:11]3)=[CH:6][CH:5]=[CH:4][N:3]=1.Br[C:26]1[N:31]=[C:30]([CH3:32])[C:29]([F:33])=[CH:28][CH:27]=1. No catalyst specified. The product is [F:33][C:29]1[CH:28]=[CH:27][C:26]([C:2]2[C:7]([C:8]3[CH:9]=[C:10]4[C:14](=[CH:15][CH:16]=3)[N:13]([CH2:17][O:18][CH2:19][CH2:20][Si:21]([CH3:24])([CH3:23])[CH3:22])[N:12]=[CH:11]4)=[CH:6][CH:5]=[CH:4][N:3]=2)=[N:31][C:30]=1[CH3:32]. The yield is 0.745. (5) The reactants are [C:1]([O:8][CH3:9])(=[O:7])/[CH:2]=[CH:3]/[C:4]([OH:6])=[O:5].Cl[CH2:11][C:12]([NH:14][CH2:15][CH2:16]C(Cl)C(N)=O)=[O:13]. The catalyst is CN1C(=O)CCC1. The product is [C:4]([O:6][CH2:11][C:12](=[O:13])[NH:14][CH2:16][CH2:15][NH:14][C:12](=[O:13])[CH2:11][O:5][C:4](=[O:6])/[CH:3]=[CH:2]/[C:1]([O:8][CH3:9])=[O:7])(=[O:5])/[CH:3]=[CH:2]/[C:1]([O:8][CH3:9])=[O:7]. The yield is 0.960.